Dataset: Experimentally validated miRNA-target interactions with 360,000+ pairs, plus equal number of negative samples. Task: Binary Classification. Given a miRNA mature sequence and a target amino acid sequence, predict their likelihood of interaction. (1) The miRNA is hsa-miR-7109-5p with sequence CUGGGGGGAGGAGACCCUGCU. The protein sequence of the target gene is MVDHLLPVDENFSSPKCPVGYLGDRLVGRRAYHMLPSPVSEDDSDASSPCSCSSPDSQALCSCYGGGLGTESQDSILDFLLSQATLGSGGGSGSSIGASSGPVAWGPWRRAAAPVKGEHFCLPEFPLGDPDDVPRPFQPTLEEIEEFLEENMEPGVKEVPEGNSKDLDACSQLSAGPHKSHLHPGSSGRERCSPPPGGASAGGAQGPGGGPTPDGPIPVLLQIQPVPVKQESGTGPASPGQAPENVKVAQLLVNIQGQTFALVPQVVPSSNLNLPSKFVRIAPVPIAAKPVGSGPLGPGP.... Result: 0 (no interaction). (2) The miRNA is hsa-miR-5571-5p with sequence CAAUUCUCAAAGGAGCCUCCC. The protein sequence of the target gene is MLPSASRERPGYRAGVAAPDLLDPKSAAQNSKPRLSFSTKPTVLASRVESDTTINVMKWKTVSTIFLVVVLYLIIGATVFKALEQPHEISQRTTIVIQKQTFISQHSCVNSTELDELIQQIVAAINAGIIPLGNTSNQISHWDLGSSFFFAGTVITTIGFGNISPRTEGGKIFCIIYALLGIPLFGFLLAGVGDQLGTIFGKGIAKVEDTFIKWNVSQTKIRIISTIIFILFGCVLFVALPAIIFKHIEGWSALDAIYFVVITLTTIGFGDYVAGGSDIEYLDFYKPVVWFWILVGLAYF.... Result: 1 (interaction). (3) The miRNA is hsa-miR-944 with sequence AAAUUAUUGUACAUCGGAUGAG. The protein sequence of the target gene is MRPLRPRAALLALLASLLAAPPVAPAEAPHLVHVDAARALWPLRRFWRSTGFCPPLPHSQADQYVLSWDQQLNLAYVGAVPHRGIKQVRTHWLLELVTTRGSTGRGLSYNFTHLDGYLDLLRENQLLPGFELMGSASGHFTDFEDKQQVFEWKDLVSSLARRYIGRYGLAHVSKWNFETWNEPDHHDFDNVSMTMQGFLNYYDACSEGLRAASPALRLGGPGDSFHTPPRSPLSWGLLRHCHDGTNFFTGEAGVRLDYISLHRKGARSSISILEQEKVVAQQIRQLFPKFADTPIYNDEA.... Result: 0 (no interaction). (4) The miRNA is hsa-miR-1303 with sequence UUUAGAGACGGGGUCUUGCUCU. The protein sequence of the target gene is MMARARLAAALIPATAILSCLRTESWDPCVQVVPNISYQCMELNLYKIPDNIPISTKMLDLSFNYLRHLGSHNFSSFPELQVLDLSRCEIKIIEDDTFQGLNHLSTLILTGNPIQSLAWGAFSGLSSLQKLVAVETNLVSLNDFPIGHLKNLKELNVAHNFIHSFKLPEYFSNLPNLEHLDLSNNKIQNIYYEDVKVLHQMPLLNLSLDLSLNPLDFIEPGTFKEIKLNGLTLRSNFNSSHVMKTCIQGLAGLKTNRLVLGEFKNERKLQRFDRSFLEGLCNLTIEQFRIAYLDKFSGDD.... Result: 0 (no interaction).